Predict the reaction yield, written as a fraction of the theoretical maximum amount of product (1.0 means a 100% yield; for example, 0.34 means a 34% yield). From a dataset of Reaction yield outcomes from USPTO patents with 853,638 reactions. The reactants are [CH3:1][C:2]1[N:7]=[C:6]([O:8][C:9]2[CH:14]=[CH:13][C:12]([CH2:15][CH2:16][OH:17])=[CH:11][CH:10]=2)[CH:5]=[CH:4][CH:3]=1.[N:18]#[C:19][NH2:20].OS(C(F)(F)F)(=O)=O. The catalyst is C1COCC1. The product is [C:19](=[NH:18])([O:17][CH2:16][CH2:15][C:12]1[CH:11]=[CH:10][C:9]([O:8][C:6]2[CH:5]=[CH:4][CH:3]=[C:2]([CH3:1])[N:7]=2)=[CH:14][CH:13]=1)[NH2:20]. The yield is 0.491.